Regression. Given a peptide amino acid sequence and an MHC pseudo amino acid sequence, predict their binding affinity value. This is MHC class II binding data. From a dataset of Peptide-MHC class II binding affinity with 134,281 pairs from IEDB. The peptide sequence is PLTHTIGTSVEESEM. The MHC is DRB3_0101 with pseudo-sequence DRB3_0101. The binding affinity (normalized) is 0.257.